This data is from Full USPTO retrosynthesis dataset with 1.9M reactions from patents (1976-2016). The task is: Predict the reactants needed to synthesize the given product. (1) Given the product [OH:28][C@@H:25]1[CH2:26][CH2:27][C@H:22]([N:19]2[CH2:18][CH2:17][C:16]3([CH2:29][CH2:30][N:13]([C:10]4[N:11]=[CH:12][C:7]([NH:6][C:2](=[O:3])[O:4][CH3:5])=[CH:8][C:9]=4[CH3:31])[CH2:14][CH2:15]3)[C:20]2=[O:21])[CH2:23][CH2:24]1, predict the reactants needed to synthesize it. The reactants are: Cl[C:2]([O:4][CH3:5])=[O:3].[NH2:6][C:7]1[CH:8]=[C:9]([CH3:31])[C:10]([N:13]2[CH2:30][CH2:29][C:16]3([C:20](=[O:21])[N:19]([C@H:22]4[CH2:27][CH2:26][C@@H:25]([OH:28])[CH2:24][CH2:23]4)[CH2:18][CH2:17]3)[CH2:15][CH2:14]2)=[N:11][CH:12]=1.C(N(CC)C(C)C)(C)C. (2) Given the product [CH2:49]([N:34]([CH2:32][CH3:33])[CH2:35][CH2:36][N:37]([CH2:39][C:40]1[CH:41]=[CH:42][C:43]([C:44]([NH:1][C:2]2[CH:25]=[CH:24][C:23]([N:26]3[CH2:31][CH2:30][CH2:29][CH2:28][CH2:27]3)=[CH:22][C:3]=2[C:4]([NH:6][C:7]2[CH:11]=[CH:10][N:9]([C:12]3[CH:17]=[CH:16][CH:15]=[C:14]([C:18]([F:20])([F:21])[F:19])[CH:13]=3)[N:8]=2)=[O:5])=[O:45])=[CH:47][CH:48]=1)[CH3:38])[CH3:50], predict the reactants needed to synthesize it. The reactants are: [NH2:1][C:2]1[CH:25]=[CH:24][C:23]([N:26]2[CH2:31][CH2:30][CH2:29][CH2:28][CH2:27]2)=[CH:22][C:3]=1[C:4]([NH:6][C:7]1[CH:11]=[CH:10][N:9]([C:12]2[CH:17]=[CH:16][CH:15]=[C:14]([C:18]([F:21])([F:20])[F:19])[CH:13]=2)[N:8]=1)=[O:5].[CH2:32]([N:34]([CH2:49][CH3:50])[CH2:35][CH2:36][N:37]([CH2:39][C:40]1[CH:48]=[CH:47][C:43]([C:44](O)=[O:45])=[CH:42][CH:41]=1)[CH3:38])[CH3:33].CCN=C=NCCCN(C)C.Cl.